From a dataset of Reaction yield outcomes from USPTO patents with 853,638 reactions. Predict the reaction yield, written as a fraction of the theoretical maximum amount of product (1.0 means a 100% yield; for example, 0.34 means a 34% yield). The reactants are Br[C:2]1[N:6]2[CH:7]=[CH:8][C:9]([C:11]([OH:14])([CH3:13])[CH3:12])=[N:10][C:5]2=[N:4][CH:3]=1.[F:15][C:16]1[CH:21]=[CH:20][C:19](B(O)O)=[CH:18][C:17]=1[C:25]1[CH:30]=[CH:29][N:28]=[CH:27][CH:26]=1. No catalyst specified. The product is [F:15][C:16]1[CH:21]=[CH:20][C:19]([C:2]2[N:6]3[CH:7]=[CH:8][C:9]([C:11]([OH:14])([CH3:13])[CH3:12])=[N:10][C:5]3=[N:4][CH:3]=2)=[CH:18][C:17]=1[C:25]1[CH:26]=[CH:27][N:28]=[CH:29][CH:30]=1. The yield is 0.580.